Task: Predict the reaction yield, written as a fraction of the theoretical maximum amount of product (1.0 means a 100% yield; for example, 0.34 means a 34% yield).. Dataset: Reaction yield outcomes from USPTO patents with 853,638 reactions (1) The reactants are [Cl:1][C:2]1[C:7]([C:8]([OH:10])=[O:9])=[C:6]([C:11]([F:14])([F:13])[F:12])[N:5]=[CH:4][CH:3]=1.[N+](=[CH2:17])=[N-].N(N(C)C(N)=O)=O.C(O)(=O)C. The catalyst is C(OCC)(=O)C.C(OCC)C. The product is [Cl:1][C:2]1[C:7]([C:8]([O:10][CH3:17])=[O:9])=[C:6]([C:11]([F:14])([F:12])[F:13])[N:5]=[CH:4][CH:3]=1. The yield is 0.990. (2) The reactants are OO.[CH3:3][O:4][C:5]1[CH:10]=[CH:9][C:8]([CH3:11])=[CH:7][C:6]=1[CH:12]([CH:17]([CH3:19])[CH3:18])[CH2:13][CH2:14][C:15]#[N:16].C([O-])([O-])=[O:21].[K+].[K+]. The catalyst is CS(C)=O. The product is [CH3:3][O:4][C:5]1[CH:10]=[CH:9][C:8]([CH3:11])=[CH:7][C:6]=1[CH:12]([CH:17]([CH3:19])[CH3:18])[CH2:13][CH2:14][C:15]([NH2:16])=[O:21]. The yield is 1.00. (3) The reactants are [Cl:1][C:2]1[C:3]2[CH:14]=[CH:13][C:12](=[O:15])[N:11]([C:16]3[C:21]([F:22])=[CH:20][CH:19]=[CH:18][C:17]=3[F:23])[C:4]=2[N:5]=[C:6](S(C)=O)[N:7]=1.[CH3:24][CH:25]1[CH2:30][CH2:29][N:28]([CH:31]2[CH2:36][CH2:35][NH:34][CH2:33][CH2:32]2)[CH2:27][CH2:26]1.C(N(CC)CC)C. The catalyst is ClCCl. The product is [Cl:1][C:2]1[C:3]2[CH:14]=[CH:13][C:12](=[O:15])[N:11]([C:16]3[C:21]([F:22])=[CH:20][CH:19]=[CH:18][C:17]=3[F:23])[C:4]=2[N:5]=[C:6]([N:34]2[CH2:35][CH2:36][CH:31]([N:28]3[CH2:29][CH2:30][CH:25]([CH3:24])[CH2:26][CH2:27]3)[CH2:32][CH2:33]2)[N:7]=1. The yield is 0.510. (4) The reactants are [H-].[Na+].[C:3]([CH2:5]P(=O)(OCC)OCC)#[N:4].[CH3:14][C:15]1[O:16][C:17]2[C:26]3[C:25](=O)[CH2:24][CH2:23][C:22]=3[CH:21]=[CH:20][C:18]=2[N:19]=1.[Cl-].[NH4+]. The catalyst is O1CCCC1. The product is [CH3:14][C:15]1[O:16][C:17]2[C:26]3[C:25](=[CH:5][C:3]#[N:4])[CH2:24][CH2:23][C:22]=3[CH:21]=[CH:20][C:18]=2[N:19]=1. The yield is 0.760. (5) The reactants are C[Si]([CH:5]=[N+:6]=[N-:7])(C)C.C([Li])CCC.[O:13]=[C:14]1[N:18]([C:19]([O:21][C:22]([CH3:25])([CH3:24])[CH3:23])=[O:20])[C@H:17]([C:26]([O:28][CH2:29][CH3:30])=[O:27])[CH2:16][CH2:15]1. The catalyst is CCCCCC.C1COCC1. The product is [C:22]([O:21][C:19]([NH:18][C@@H:17]([CH2:16][CH2:15][C:14](=[O:13])[CH:5]=[N+:6]=[N-:7])[C:26]([O:28][CH2:29][CH3:30])=[O:27])=[O:20])([CH3:23])([CH3:25])[CH3:24]. The yield is 0.530. (6) The reactants are [NH2:1][C:2]1[C:3]([CH3:24])=[C:4]([CH:21]=[CH:22][CH:23]=1)[O:5][C:6]1[CH:7]=[CH:8][C:9]2[N:10]([CH:12]=[C:13]([NH:15][C:16]([CH:18]3[CH2:20][CH2:19]3)=[O:17])[N:14]=2)[N:11]=1.[CH3:25][N:26]1[C:30]([C:31](Cl)=[O:32])=[CH:29][C:28]([CH3:34])=[N:27]1.C(N(CC)CC)C. The catalyst is O1CCCC1. The product is [CH:18]1([C:16]([NH:15][C:13]2[N:14]=[C:9]3[CH:8]=[CH:7][C:6]([O:5][C:4]4[C:3]([CH3:24])=[C:2]([NH:1][C:31]([C:30]5[N:26]([CH3:25])[N:27]=[C:28]([CH3:34])[CH:29]=5)=[O:32])[CH:23]=[CH:22][CH:21]=4)=[N:11][N:10]3[CH:12]=2)=[O:17])[CH2:20][CH2:19]1. The yield is 0.820. (7) The reactants are [CH:1]1([C:4]2[CH:12]=[C:11]([CH:13]([O:15][CH2:16][C:17]3([C:30]4[CH:35]=[CH:34][C:33]([F:36])=[CH:32][CH:31]=4)[CH2:22][CH2:21][N:20](C(OC(C)(C)C)=O)[CH2:19][CH2:18]3)[CH3:14])[C:10]3[C:6](=[CH:7][N:8](COCC[Si](C)(C)C)[N:9]=3)[CH:5]=2)[CH2:3][CH2:2]1. The catalyst is FC(F)(F)C(O)=O. The product is [CH:1]1([C:4]2[CH:12]=[C:11]([CH:13]([O:15][CH2:16][C:17]3([C:30]4[CH:31]=[CH:32][C:33]([F:36])=[CH:34][CH:35]=4)[CH2:22][CH2:21][NH:20][CH2:19][CH2:18]3)[CH3:14])[C:10]3[C:6](=[CH:7][NH:8][N:9]=3)[CH:5]=2)[CH2:3][CH2:2]1. The yield is 0.910. (8) The reactants are [N:1]1([C@H:7]2[CH2:12][CH2:11][C@H:10]([OH:13])[CH2:9][CH2:8]2)[CH2:6][CH2:5][O:4][CH2:3][CH2:2]1.[H-].[Na+].[Si:16]([O:23][CH2:24][CH:25]1[CH2:36][CH2:35][C:34]2[S:33][C:32]3[C:27](=[C:28](Cl)[N:29]=[CH:30][N:31]=3)[C:26]1=2)([C:19]([CH3:22])([CH3:21])[CH3:20])([CH3:18])[CH3:17]. The catalyst is C1COCC1. The product is [Si:16]([O:23][CH2:24][CH:25]1[CH2:36][CH2:35][C:34]2[S:33][C:32]3[C:27](=[C:28]([O:13][CH:10]4[CH2:9][CH2:8][CH:7]([N:1]5[CH2:2][CH2:3][O:4][CH2:5][CH2:6]5)[CH2:12][CH2:11]4)[N:29]=[CH:30][N:31]=3)[C:26]1=2)([C:19]([CH3:22])([CH3:20])[CH3:21])([CH3:18])[CH3:17]. The yield is 0.690. (9) The reactants are Cl[CH2:2][CH2:3][CH2:4][O:5][C:6]1[CH:20]=[CH:19][C:9]2[CH2:10][CH2:11][N:12]([CH:15]3[CH2:18][CH2:17][CH2:16]3)[CH2:13][CH2:14][C:8]=2[CH:7]=1.[Cl:21][C:22]1[CH:27]=[CH:26][C:25]([CH2:28][C:29]2[C:38]3[C:33](=[CH:34][CH:35]=[CH:36][CH:37]=3)[C:32](=[O:39])[N:31]([CH:40]3[CH2:46][CH2:45][CH2:44][NH:43][CH2:42][CH2:41]3)[N:30]=2)=[CH:24][CH:23]=1.CCN(C(C)C)C(C)C. The catalyst is CN(C=O)C. The product is [CH:6]([OH:5])=[O:39].[Cl:21][C:22]1[CH:27]=[CH:26][C:25]([CH2:28][C:29]2[C:38]3[C:33](=[CH:34][CH:35]=[CH:36][CH:37]=3)[C:32](=[O:39])[N:31]([CH:40]3[CH2:46][CH2:45][CH2:44][N:43]([CH2:2][CH2:3][CH2:4][O:5][C:6]4[CH:20]=[CH:19][C:9]5[CH2:10][CH2:11][N:12]([CH:15]6[CH2:18][CH2:17][CH2:16]6)[CH2:13][CH2:14][C:8]=5[CH:7]=4)[CH2:42][CH2:41]3)[N:30]=2)=[CH:24][CH:23]=1. The yield is 0.400.